This data is from NCI-60 drug combinations with 297,098 pairs across 59 cell lines. The task is: Regression. Given two drug SMILES strings and cell line genomic features, predict the synergy score measuring deviation from expected non-interaction effect. (1) Drug 1: CN(C)C1=NC(=NC(=N1)N(C)C)N(C)C. Drug 2: C1=CN(C=N1)CC(O)(P(=O)(O)O)P(=O)(O)O. Cell line: CCRF-CEM. Synergy scores: CSS=-13.6, Synergy_ZIP=1.43, Synergy_Bliss=-10.0, Synergy_Loewe=-11.5, Synergy_HSA=-13.0. (2) Drug 1: CC1C(C(=O)NC(C(=O)N2CCCC2C(=O)N(CC(=O)N(C(C(=O)O1)C(C)C)C)C)C(C)C)NC(=O)C3=C4C(=C(C=C3)C)OC5=C(C(=O)C(=C(C5=N4)C(=O)NC6C(OC(=O)C(N(C(=O)CN(C(=O)C7CCCN7C(=O)C(NC6=O)C(C)C)C)C)C(C)C)C)N)C. Drug 2: C1=NC2=C(N=C(N=C2N1C3C(C(C(O3)CO)O)F)Cl)N. Cell line: OVCAR-8. Synergy scores: CSS=25.9, Synergy_ZIP=0.491, Synergy_Bliss=4.24, Synergy_Loewe=-20.6, Synergy_HSA=2.61. (3) Drug 1: CS(=O)(=O)C1=CC(=C(C=C1)C(=O)NC2=CC(=C(C=C2)Cl)C3=CC=CC=N3)Cl. Drug 2: CCC(=C(C1=CC=CC=C1)C2=CC=C(C=C2)OCCN(C)C)C3=CC=CC=C3.C(C(=O)O)C(CC(=O)O)(C(=O)O)O. Cell line: A549. Synergy scores: CSS=8.61, Synergy_ZIP=-2.85, Synergy_Bliss=-0.286, Synergy_Loewe=-1.69, Synergy_HSA=-0.705. (4) Drug 1: CN1C2=C(C=C(C=C2)N(CCCl)CCCl)N=C1CCCC(=O)O.Cl. Drug 2: C(CCl)NC(=O)N(CCCl)N=O. Synergy scores: CSS=-5.86, Synergy_ZIP=1.75, Synergy_Bliss=-3.37, Synergy_Loewe=-1.01, Synergy_HSA=-7.12. Cell line: NCI-H322M. (5) Drug 1: CC1=C(C=C(C=C1)NC2=NC=CC(=N2)N(C)C3=CC4=NN(C(=C4C=C3)C)C)S(=O)(=O)N.Cl. Drug 2: CC1OCC2C(O1)C(C(C(O2)OC3C4COC(=O)C4C(C5=CC6=C(C=C35)OCO6)C7=CC(=C(C(=C7)OC)O)OC)O)O. Cell line: SK-MEL-28. Synergy scores: CSS=19.5, Synergy_ZIP=-4.83, Synergy_Bliss=1.33, Synergy_Loewe=-15.3, Synergy_HSA=-1.23. (6) Drug 1: COC1=CC(=CC(=C1O)OC)C2C3C(COC3=O)C(C4=CC5=C(C=C24)OCO5)OC6C(C(C7C(O6)COC(O7)C8=CC=CS8)O)O. Drug 2: CC1CCC2CC(C(=CC=CC=CC(CC(C(=O)C(C(C(=CC(C(=O)CC(OC(=O)C3CCCCN3C(=O)C(=O)C1(O2)O)C(C)CC4CCC(C(C4)OC)OCCO)C)C)O)OC)C)C)C)OC. Cell line: UACC62. Synergy scores: CSS=45.2, Synergy_ZIP=5.30, Synergy_Bliss=6.41, Synergy_Loewe=8.67, Synergy_HSA=10.5.